This data is from Forward reaction prediction with 1.9M reactions from USPTO patents (1976-2016). The task is: Predict the product of the given reaction. Given the reactants [NH2:1][C:2]1[N:7]=[CH:6][N:5]=[C:4]([O:8][C:9]2[CH:10]=[C:11]([NH:15][C:16](=[O:26])/[CH:17]=[CH:18]/[CH2:19][N:20]3[CH2:25][CH2:24][NH:23][CH2:22][CH2:21]3)[CH:12]=[CH:13][CH:14]=2)[C:3]=1[C:27]1[CH:32]=[CH:31][C:30]([O:33][C:34]2[CH:39]=[CH:38][CH:37]=[CH:36][CH:35]=2)=[CH:29][CH:28]=1.[O:40]=[C:41]1[NH:45][CH:44]2[CH2:46][S:47][C@@H:48]([CH2:49][CH2:50][CH2:51][CH2:52][C:53](OC3C(F)=C(F)C(F)=C(F)C=3F)=[O:54])[CH:43]2[NH:42]1, predict the reaction product. The product is: [NH2:1][C:2]1[N:7]=[CH:6][N:5]=[C:4]([O:8][C:9]2[CH:10]=[C:11]([NH:15][C:16](=[O:26])/[CH:17]=[CH:18]/[CH2:19][N:20]3[CH2:25][CH2:24][N:23]([C:53](=[O:54])[CH2:52][CH2:51][CH2:50][CH2:49][C@H:48]4[CH:43]5[CH:44]([NH:45][C:41](=[O:40])[NH:42]5)[CH2:46][S:47]4)[CH2:22][CH2:21]3)[CH:12]=[CH:13][CH:14]=2)[C:3]=1[C:27]1[CH:28]=[CH:29][C:30]([O:33][C:34]2[CH:35]=[CH:36][CH:37]=[CH:38][CH:39]=2)=[CH:31][CH:32]=1.